This data is from Forward reaction prediction with 1.9M reactions from USPTO patents (1976-2016). The task is: Predict the product of the given reaction. (1) The product is: [Si:11]([O:18][CH2:19][CH2:20][CH:21]=[O:22])([C:14]([CH3:17])([CH3:16])[CH3:15])([CH3:13])[CH3:12]. Given the reactants CS(C)=O.C(Cl)(=O)C(Cl)=O.[Si:11]([O:18][CH2:19][CH2:20][CH2:21][OH:22])([C:14]([CH3:17])([CH3:16])[CH3:15])([CH3:13])[CH3:12].C(N(CC)CC)C, predict the reaction product. (2) Given the reactants Br[C:2]1[N:3]([CH:18]2[CH2:23][CH2:22][CH2:21][CH2:20][O:19]2)[C:4]2[C:9]([N:10]=1)=[C:8]([NH2:11])[N:7]=[C:6]([O:12][CH2:13][CH:14]([CH3:17])[CH2:15][CH3:16])[N:5]=2.[CH3:24][O-:25].[Na+], predict the reaction product. The product is: [CH3:17][CH:14]([CH2:15][CH3:16])[CH2:13][O:12][C:6]1[N:5]=[C:4]2[C:9]([N:10]=[C:2]([O:25][CH3:24])[N:3]2[CH:18]2[CH2:23][CH2:22][CH2:21][CH2:20][O:19]2)=[C:8]([NH2:11])[N:7]=1. (3) Given the reactants [Br:1][C:2]1[CH:3]=[C:4]2[N:10]=[CH:9][NH:8][C:5]2=[N:6][CH:7]=1.C(=O)([O-])[O-].[Cs+].[Cs+].[CH:17]1([CH2:20]Br)[CH2:19][CH2:18]1, predict the reaction product. The product is: [Br:1][C:2]1[CH:3]=[C:4]2[N:10]([CH2:20][CH:17]3[CH2:19][CH2:18]3)[CH:9]=[N:8][C:5]2=[N:6][CH:7]=1. (4) Given the reactants [NH2:1][C:2]1[CH:3]=[C:4]([NH:9][S:10]([C:13]2[CH:18]=[CH:17][C:16]([F:19])=[CH:15][CH:14]=2)(=[O:12])=[O:11])[C:5]([Cl:8])=[N:6][CH:7]=1.C[Si]([N-][Si](C)(C)C)(C)C.[Li+].F[C:31]1[C:36]([C:37]2[N:42]=[C:41]([CH3:43])[N:40]=[C:39]([NH2:44])[N:38]=2)=[CH:35][CH:34]=[CH:33][N:32]=1, predict the reaction product. The product is: [NH2:44][C:39]1[N:40]=[C:41]([CH3:43])[N:42]=[C:37]([C:36]2[C:31]([NH:1][C:2]3[CH:3]=[C:4]([NH:9][S:10]([C:13]4[CH:14]=[CH:15][C:16]([F:19])=[CH:17][CH:18]=4)(=[O:11])=[O:12])[C:5]([Cl:8])=[N:6][CH:7]=3)=[N:32][CH:33]=[CH:34][CH:35]=2)[N:38]=1. (5) The product is: [C:78]1([C:71]2[C:72]3[C:77](=[CH:76][CH:75]=[CH:74][CH:73]=3)[C:68]([NH:67][C:64]3[CH:65]=[CH:66][C:61]([O:60][C:53]4[C:52]5[C:57](=[CH:58][CH:59]=[C:50]([NH:87][C:84](=[O:86])[CH3:85])[CH:51]=5)[N:56]=[CH:55][CH:54]=4)=[CH:62][CH:63]=3)=[N:69][N:70]=2)[CH:79]=[CH:80][CH:81]=[CH:82][CH:83]=1. Given the reactants CC1(C)C2C(=C(P(C3C=CC=CC=3)C3C=CC=CC=3)C=CC=2)OC2C(P(C3C=CC=CC=3)C3C=CC=CC=3)=CC=CC1=2.O1CCOCC1.Br[C:50]1[CH:51]=[C:52]2[C:57](=[CH:58][CH:59]=1)[N:56]=[CH:55][CH:54]=[C:53]2[O:60][C:61]1[CH:66]=[CH:65][C:64]([NH:67][C:68]2[C:77]3[C:72](=[CH:73][CH:74]=[CH:75][CH:76]=3)[C:71]([C:78]3[CH:83]=[CH:82][CH:81]=[CH:80][CH:79]=3)=[N:70][N:69]=2)=[CH:63][CH:62]=1.[C:84]([NH2:87])(=[O:86])[CH3:85].C(=O)([O-])[O-].[K+].[K+], predict the reaction product. (6) Given the reactants [Cl:1][C:2]1[CH:3]=[C:4]([NH2:20])[CH:5]=[C:6]([Cl:19])[C:7]=1[O:8][C:9]1[S:10][C:11]2[CH:17]=[C:16]([Cl:18])[CH:15]=[CH:14][C:12]=2[N:13]=1.[Br:21][C:22]1[CH:27]=[CH:26][C:25]([S:28](Cl)(=[O:30])=[O:29])=[C:24]([O:32][C:33]([F:36])([F:35])[F:34])[CH:23]=1, predict the reaction product. The product is: [Br:21][C:22]1[CH:27]=[CH:26][C:25]([S:28]([NH:20][C:4]2[CH:3]=[C:2]([Cl:1])[C:7]([O:8][C:9]3[S:10][C:11]4[CH:17]=[C:16]([Cl:18])[CH:15]=[CH:14][C:12]=4[N:13]=3)=[C:6]([Cl:19])[CH:5]=2)(=[O:30])=[O:29])=[C:24]([O:32][C:33]([F:35])([F:34])[F:36])[CH:23]=1.